This data is from Peptide-MHC class I binding affinity with 185,985 pairs from IEDB/IMGT. The task is: Regression. Given a peptide amino acid sequence and an MHC pseudo amino acid sequence, predict their binding affinity value. This is MHC class I binding data. (1) The peptide sequence is TELPLAYER. The MHC is HLA-A80:01 with pseudo-sequence HLA-A80:01. The binding affinity (normalized) is 0.0847. (2) The peptide sequence is LYDVIPVTY. The MHC is HLA-A30:01 with pseudo-sequence HLA-A30:01. The binding affinity (normalized) is 0. (3) The peptide sequence is VLFLQMMNV. The MHC is HLA-A02:01 with pseudo-sequence HLA-A02:01. The binding affinity (normalized) is 0.683. (4) The peptide sequence is CWFADKNLI. The MHC is HLA-A24:02 with pseudo-sequence HLA-A24:02. The binding affinity (normalized) is 0.424. (5) The peptide sequence is PDPPTDTPL. The MHC is Mamu-B01 with pseudo-sequence Mamu-B01. The binding affinity (normalized) is 0. (6) The peptide sequence is RLTGREGAV. The MHC is HLA-A69:01 with pseudo-sequence HLA-A69:01. The binding affinity (normalized) is 0.0847. (7) The peptide sequence is FPASHMATY. The MHC is HLA-A02:11 with pseudo-sequence HLA-A02:11. The binding affinity (normalized) is 0.0847.